From a dataset of Forward reaction prediction with 1.9M reactions from USPTO patents (1976-2016). Predict the product of the given reaction. (1) Given the reactants [NH2:1][C:2]1[CH:10]=[CH:9][CH:8]=[C:7]2[C:3]=1[C:4](=[O:20])[N:5]([CH:12]1[CH2:17][CH2:16][C:15](=[O:18])[NH:14][C:13]1=[O:19])[C:6]2=[O:11].[CH3:21][O:22][CH2:23][C:24](Cl)=[O:25], predict the reaction product. The product is: [O:19]=[C:13]1[CH:12]([N:5]2[C:4](=[O:20])[C:3]3[C:7](=[CH:8][CH:9]=[CH:10][C:2]=3[NH:1][C:24](=[O:25])[CH2:23][O:22][CH3:21])[C:6]2=[O:11])[CH2:17][CH2:16][C:15](=[O:18])[NH:14]1. (2) Given the reactants [CH3:1][O:2][C:3](=[O:29])[C@@H:4]([NH:21]C(OC(C)(C)C)=O)[CH2:5][C:6]1[CH:11]=[CH:10][C:9]([O:12][C:13]2[CH:18]=[CH:17][N:16]=[C:15]([CH3:19])[C:14]=2[CH3:20])=[CH:8][CH:7]=1.[ClH:30], predict the reaction product. The product is: [ClH:30].[ClH:30].[CH3:1][O:2][C:3](=[O:29])[C@@H:4]([NH2:21])[CH2:5][C:6]1[CH:7]=[CH:8][C:9]([O:12][C:13]2[CH:18]=[CH:17][N:16]=[C:15]([CH3:19])[C:14]=2[CH3:20])=[CH:10][CH:11]=1. (3) Given the reactants Br[C:2]1[CH:7]=[C:6]([CH2:8][N:9]2[CH2:13][CH2:12][CH2:11][S:10]2(=[O:15])=[O:14])[CH:5]=[CH:4][C:3]=1[C:16]([N:18]1[CH2:23][CH2:22][N:21]([C:24]2[C:29]([CH3:30])=[CH:28][C:27]([CH3:31])=[CH:26][N:25]=2)[CH2:20][CH2:19]1)=[O:17].O.N.[CH3:34][N:35](C)C=O, predict the reaction product. The product is: [CH3:30][C:29]1[C:24]([N:21]2[CH2:22][CH2:23][N:18]([C:16]([C:3]3[CH:4]=[CH:5][C:6]([CH2:8][N:9]4[CH2:13][CH2:12][CH2:11][S:10]4(=[O:15])=[O:14])=[CH:7][C:2]=3[C:34]#[N:35])=[O:17])[CH2:19][CH2:20]2)=[N:25][CH:26]=[C:27]([CH3:31])[CH:28]=1.